This data is from Peptide-MHC class I binding affinity with 185,985 pairs from IEDB/IMGT. The task is: Regression. Given a peptide amino acid sequence and an MHC pseudo amino acid sequence, predict their binding affinity value. This is MHC class I binding data. (1) The peptide sequence is YNISRKIVY. The MHC is HLA-A01:01 with pseudo-sequence HLA-A01:01. The binding affinity (normalized) is 0.354. (2) The peptide sequence is SAEVVTLWY. The MHC is HLA-B39:01 with pseudo-sequence HLA-B39:01. The binding affinity (normalized) is 0.0847. (3) The peptide sequence is RNFWLYRL. The MHC is H-2-Db with pseudo-sequence H-2-Db. The binding affinity (normalized) is 0.0874. (4) The peptide sequence is TTRAWFDKK. The MHC is HLA-B08:01 with pseudo-sequence HLA-B08:01. The binding affinity (normalized) is 0.0847. (5) The MHC is Patr-B0101 with pseudo-sequence Patr-B0101. The peptide sequence is GAKQNIQLI. The binding affinity (normalized) is 0.310. (6) The peptide sequence is KMLEASTIY. The MHC is HLA-A03:01 with pseudo-sequence HLA-A03:01. The binding affinity (normalized) is 0.515.